Dataset: Full USPTO retrosynthesis dataset with 1.9M reactions from patents (1976-2016). Task: Predict the reactants needed to synthesize the given product. (1) Given the product [CH3:17][O:16][C:10]1[C:9]([N+:18]([O-:20])=[O:19])=[C:8]([N:3]2[CH:4]=[C:5]([CH3:7])[N:6]=[C:2]2[C:23]2[CH:24]=[N:25][CH:26]=[CH:27][C:22]=2[CH3:21])[CH:13]=[C:12]([O:14][CH3:15])[CH:11]=1, predict the reactants needed to synthesize it. The reactants are: Br[C:2]1[N:3]([C:8]2[CH:13]=[C:12]([O:14][CH3:15])[CH:11]=[C:10]([O:16][CH3:17])[C:9]=2[N+:18]([O-:20])=[O:19])[CH:4]=[C:5]([CH3:7])[N:6]=1.[CH3:21][C:22]1[CH:27]=[CH:26][N:25]=[CH:24][C:23]=1B(O)O.C([O-])([O-])=O.[K+].[K+].O1CCOCC1. (2) Given the product [Br:1][C:2]1[CH:3]=[C:4]2[N:9]=[C:15]([C:14]3[CH:17]=[CH:18][C:11]([OH:10])=[CH:12][C:13]=3[O:19][CH3:20])[NH:8][C:5]2=[N:6][CH:7]=1, predict the reactants needed to synthesize it. The reactants are: [Br:1][C:2]1[CH:3]=[C:4]([NH2:9])[C:5]([NH2:8])=[N:6][CH:7]=1.[OH:10][C:11]1[CH:18]=[CH:17][C:14]([CH:15]=O)=[C:13]([O:19][CH3:20])[CH:12]=1. (3) Given the product [ClH:16].[NH:4]1[CH2:5][CH2:6][CH2:7][CH2:8][C@@H:3]1[CH2:2][OH:1], predict the reactants needed to synthesize it. The reactants are: [OH:1][CH2:2][C@H:3]1[CH2:8][CH2:7][CH2:6][CH2:5][N:4]1C(OC(C)(C)C)=O.[ClH:16]. (4) Given the product [C:4]1([CH3:14])[C:5]([S:8]([O-:11])(=[O:9])=[O:10])=[CH:6][CH:7]=[CH:2][CH:3]=1.[Na+:13], predict the reactants needed to synthesize it. The reactants are: C[C:2]1[CH:7]=[CH:6][C:5]([S:8]([O-:11])(=[O:10])=[O:9])=[CH:4][C:3]=1C.[Na+:13].[C:14]1(=O)NC(=O)C2=CC=CC=C12. (5) Given the product [C:23]([C:15]1[CH:14]=[C:13]([OH:12])[CH:18]=[C:17]([C:19]([F:20])([F:21])[F:22])[CH:16]=1)([CH3:24])=[CH2:1], predict the reactants needed to synthesize it. The reactants are: [CH3:1]C([O-])(C)C.[K+].C([Si](C)(C)[O:12][C:13]1[CH:14]=[C:15]([C:23](=O)[CH3:24])[CH:16]=[C:17]([C:19]([F:22])([F:21])[F:20])[CH:18]=1)(C)(C)C.CCCC[N+](CCCC)(CCCC)CCCC.[F-].[Cl-].[NH4+]. (6) Given the product [NH2:1][C:2]1[C:11]2[CH:10]=[CH:9][CH:8]=[C:7]([C:22]3[CH:21]=[C:20]([F:19])[CH:25]=[CH:24][C:23]=3[O:29][CH3:30])[C:6]=2[N:5]=[C:4]2[CH2:13][N:14]([CH2:17][CH3:18])[C:15](=[O:16])[C:3]=12, predict the reactants needed to synthesize it. The reactants are: [NH2:1][C:2]1[C:11]2[CH:10]=[CH:9][CH:8]=[C:7](Br)[C:6]=2[N:5]=[C:4]2[CH2:13][N:14]([CH2:17][CH3:18])[C:15](=[O:16])[C:3]=12.[F:19][C:20]1[CH:21]=[CH:22][C:23]([O:29][CH3:30])=[C:24](B(O)O)[CH:25]=1.